Dataset: Reaction yield outcomes from USPTO patents with 853,638 reactions. Task: Predict the reaction yield, written as a fraction of the theoretical maximum amount of product (1.0 means a 100% yield; for example, 0.34 means a 34% yield). (1) The reactants are C(O)(=O)C.C(OC(=O)C)(=O)C.[Cl:12][CH2:13][CH2:14][O:15][C:16]1[CH:17]=[C:18]([CH:23]=[CH:24][C:25]=1[O:26][CH3:27])[C:19]([O:21][CH3:22])=[O:20].[N+:28]([O-])([OH:30])=[O:29]. The catalyst is O. The product is [Cl:12][CH2:13][CH2:14][O:15][C:16]1[C:25]([O:26][CH3:27])=[CH:24][C:23]([N+:28]([O-:30])=[O:29])=[C:18]([CH:17]=1)[C:19]([O:21][CH3:22])=[O:20]. The yield is 0.860. (2) The reactants are Br[C:2]1[CH:3]=[C:4]2[C:8](=[CH:9][CH:10]=1)[NH:7][C:6](=[O:11])[CH2:5]2.C(O)C.C(=O)([O-])[O-].[Na+].[Na+].[C:21]1(B(O)O)[CH:26]=[CH:25][CH:24]=[CH:23][CH:22]=1. The catalyst is C1(C)C=CC=CC=1.C(OCC)(=O)C.C1C=CC([P]([Pd]([P](C2C=CC=CC=2)(C2C=CC=CC=2)C2C=CC=CC=2)([P](C2C=CC=CC=2)(C2C=CC=CC=2)C2C=CC=CC=2)[P](C2C=CC=CC=2)(C2C=CC=CC=2)C2C=CC=CC=2)(C2C=CC=CC=2)C2C=CC=CC=2)=CC=1.ClCCl. The product is [C:21]1([C:2]2[CH:3]=[C:4]3[C:8](=[CH:9][CH:10]=2)[NH:7][C:6](=[O:11])[CH2:5]3)[CH:26]=[CH:25][CH:24]=[CH:23][CH:22]=1. The yield is 0.770. (3) The reactants are [F:1][C:2]1[CH:24]=[CH:23][C:5]([O:6][C:7]2[CH:12]=[CH:11][C:10]([C:13]3[N:18]=[C:17](CC(O)=O)[CH:16]=[CH:15][CH:14]=3)=[CH:9][CH:8]=2)=[CH:4][CH:3]=1.[NH2:25][C@H:26]([C:28]([O:30][CH3:31])=[O:29])[CH3:27].C1CCC(N=C=N[CH:41]2[CH2:46]CCCC2)CC1.[OH2:47]. The catalyst is C(Cl)Cl.CN(C1C=CN=CC=1)C.CCCCCC.CCOC(C)=O. The product is [CH3:31][O:30][C:28](=[O:29])[C:26]([NH:25][C:46](=[O:47])[CH3:41])([C:17]1[CH:16]=[CH:15][CH:14]=[C:13]([C:10]2[CH:9]=[CH:8][C:7]([O:6][C:5]3[CH:23]=[CH:24][C:2]([F:1])=[CH:3][CH:4]=3)=[CH:12][CH:11]=2)[N:18]=1)[CH3:27]. The yield is 0.810. (4) The reactants are N[C:2]1[CH:3]=[CH:4][C:5]2[N:10]([C:11]3[CH:16]=[CH:15][C:14]([C:17]([F:20])([F:19])[F:18])=[CH:13][C:12]=3[O:21][CH3:22])[C:9](=[O:23])[CH2:8][O:7][C:6]=2[CH:24]=1.[ClH:25].C(O)(=O)C.N([O-])=O.[Na+].O.[N-]=[N+]=[N-].[S:38](=[O:40])=[O:39]. The yield is 0.596. The product is [CH3:22][O:21][C:12]1[CH:13]=[C:14]([C:17]([F:20])([F:19])[F:18])[CH:15]=[CH:16][C:11]=1[N:10]1[C:9](=[O:23])[CH2:8][O:7][C:6]2[CH:24]=[C:2]([S:38]([Cl:25])(=[O:40])=[O:39])[CH:3]=[CH:4][C:5]1=2. The catalyst is [Cl-].[Na+].O.[Cu]Cl.CCOC(C)=O. (5) The reactants are O[C:2]1[C:6]([CH3:15])([CH2:7][CH2:8][CH2:9][CH2:10][CH2:11][CH2:12][CH2:13][CH3:14])[S:5][C:4](=[O:16])[CH:3]=1.[C:17](Cl)(=[O:20])[CH2:18][CH3:19]. No catalyst specified. The product is [C:17]([C:2]1[C:6]([CH3:15])([CH2:7][CH2:8][CH2:9][CH2:10][CH2:11][CH2:12][CH2:13][CH3:14])[S:5][C:4](=[O:16])[CH:3]=1)(=[O:20])[CH2:18][CH3:19]. The yield is 0.470. (6) The reactants are [OH:1][C:2]1[CH:3]=[C:4]([CH2:8][CH2:9][CH2:10][NH:11][C:12]2[N:17]=[C:16]([CH3:18])[C:15]([C:19]([NH:21][C@@H:22]([CH2:26][NH:27][C:28]([C:30]3[S:31][CH:32]=[CH:33][CH:34]=3)=[O:29])[C:23]([OH:25])=[O:24])=[O:20])=[C:14]([CH3:35])[N:13]=2)[CH:5]=[CH:6][CH:7]=1.S(Cl)(Cl)=O.[CH2:40](O)[CH2:41][CH2:42][CH3:43]. The catalyst is O1CCOCC1.CCOC(C)=O. The product is [CH2:40]([O:24][C:23](=[O:25])[C@@H:22]([NH:21][C:19]([C:15]1[C:16]([CH3:18])=[N:17][C:12]([NH:11][CH2:10][CH2:9][CH2:8][C:4]2[CH:5]=[CH:6][CH:7]=[C:2]([OH:1])[CH:3]=2)=[N:13][C:14]=1[CH3:35])=[O:20])[CH2:26][NH:27][C:28]([C:30]1[S:31][CH:32]=[CH:33][CH:34]=1)=[O:29])[CH2:41][CH2:42][CH3:43]. The yield is 0.560. (7) The reactants are [NH2:1][C:2]1[C:10]([C:11]#[N:12])=[CH:9][C:5](C(O)=O)=[C:4]([OH:13])[CH:3]=1.N1C2C(=CC=CC=2)C=CC=1. The catalyst is [OH-].[Na+]. The product is [NH2:1][C:2]1[CH:3]=[C:4]([OH:13])[CH:5]=[CH:9][C:10]=1[C:11]#[N:12]. The yield is 0.760.